Task: Predict the reactants needed to synthesize the given product.. Dataset: Full USPTO retrosynthesis dataset with 1.9M reactions from patents (1976-2016) (1) Given the product [CH3:20][C@H:19]([NH:18][C@H:9]([C:7]([OH:8])=[O:6])[CH2:10][CH2:11][C:12]1[CH:13]=[CH:14][CH:15]=[CH:16][CH:17]=1)[C:21]([N:23]1[C@H:31]([C:32]([OH:34])=[O:33])[CH2:30][C@@H:29]2[C@@H:24]1[CH2:25][CH2:26][CH2:27][CH2:28]2)=[O:22], predict the reactants needed to synthesize it. The reactants are: [OH-].[Na+].O.CC[O:6][C:7]([C@@H:9]([NH:18][C@H:19]([C:21]([N:23]1[C@H:31]([C:32]([OH:34])=[O:33])[CH2:30][C@@H:29]2[C@@H:24]1[CH2:25][CH2:26][CH2:27][CH2:28]2)=[O:22])[CH3:20])[CH2:10][CH2:11][C:12]1[CH:13]=[CH:14][CH:15]=[CH:16][CH:17]=1)=[O:8].C(O)CCC. (2) The reactants are: [Cl:1][C:2]1[C:7]([O:8][C:9]2[N:14]=[C:13]3[S:15][C:16]([NH:18][C:19](=[O:22])[CH2:20]Cl)=[N:17][C:12]3=[CH:11][CH:10]=2)=[CH:6][C:5]([NH:23][C:24](=[O:36])[C:25]2[CH:30]=[CH:29][CH:28]=[C:27]([C:31]([C:34]#[N:35])([CH3:33])[CH3:32])[CH:26]=2)=[C:4]([F:37])[CH:3]=1.C(N(CC)CC)C.[CH3:45][N:46]1[CH2:51][CH2:50][NH:49][CH2:48][CH2:47]1. Given the product [Cl:1][C:2]1[C:7]([O:8][C:9]2[N:14]=[C:13]3[S:15][C:16]([NH:18][C:19](=[O:22])[CH2:20][N:49]4[CH2:50][CH2:51][N:46]([CH3:45])[CH2:47][CH2:48]4)=[N:17][C:12]3=[CH:11][CH:10]=2)=[CH:6][C:5]([NH:23][C:24](=[O:36])[C:25]2[CH:30]=[CH:29][CH:28]=[C:27]([C:31]([C:34]#[N:35])([CH3:32])[CH3:33])[CH:26]=2)=[C:4]([F:37])[CH:3]=1, predict the reactants needed to synthesize it. (3) Given the product [CH2:12]([O:19][C:20](=[O:27])/[CH:21]=[C:22](/[NH:1][C:2]1[CH:7]=[CH:6][C:5]([CH2:8][CH2:9][OH:10])=[CH:4][C:3]=1[I:11])\[C:23]([F:26])([F:25])[F:24])[C:13]1[CH:14]=[CH:15][CH:16]=[CH:17][CH:18]=1, predict the reactants needed to synthesize it. The reactants are: [NH2:1][C:2]1[CH:7]=[CH:6][C:5]([CH2:8][CH2:9][OH:10])=[CH:4][C:3]=1[I:11].[CH2:12]([O:19][C:20](=[O:27])[C:21]#[C:22][C:23]([F:26])([F:25])[F:24])[C:13]1[CH:18]=[CH:17][CH:16]=[CH:15][CH:14]=1. (4) Given the product [Cl:1][C:2]1[CH:3]=[C:4]([CH:24]=[CH:25][CH:26]=1)[CH2:5][N:6]1[C:10]2[CH:11]=[CH:12][C:13]3[N:14]([C:15]([CH3:18])=[N:16][N:17]=3)[C:9]=2[CH:8]=[C:7]1[C:19]1[CH:20]=[CH:21][N:22]([CH2:29][CH2:28][C:27]([O:31][CH3:32])=[O:30])[N:23]=1, predict the reactants needed to synthesize it. The reactants are: [Cl:1][C:2]1[CH:3]=[C:4]([CH:24]=[CH:25][CH:26]=1)[CH2:5][N:6]1[C:10]2[CH:11]=[CH:12][C:13]3[N:14]([C:15]([CH3:18])=[N:16][N:17]=3)[C:9]=2[CH:8]=[C:7]1[C:19]1[NH:23][N:22]=[CH:21][CH:20]=1.[C:27]([O:31][CH3:32])(=[O:30])[CH:28]=[CH2:29].N12CCCN=C1CCCCC2. (5) The reactants are: [Cl:1][C:2]1[CH:7]=[CH:6][C:5]([S:8]([N:11]2[CH:16]3[CH2:17][CH2:18][CH2:19][CH:12]2[C:13](=[CH:21]O)[C:14](=O)[CH2:15]3)(=[O:10])=[O:9])=[CH:4][CH:3]=1.[NH2:23][C:24]1[CH:28]=[CH:27][NH:26][N:25]=1. Given the product [Cl:1][C:2]1[CH:7]=[CH:6][C:5]([S:8]([N:11]2[CH:16]3[CH2:17][CH2:18][CH2:19][CH:12]2[C:13]2[CH:21]=[N:23][C:24]4[N:25]([C:14]=2[CH2:15]3)[N:26]=[CH:27][CH:28]=4)(=[O:10])=[O:9])=[CH:4][CH:3]=1, predict the reactants needed to synthesize it. (6) Given the product [CH3:1][O:2][C:3](=[O:66])[NH:4][CH:5]([CH:60]1[CH2:65][CH2:64][O:63][CH2:62][CH2:61]1)[C:6]([N:8]1[CH:9]([C:15]2[NH:16][C:17]([C:20]3[CH:25]=[CH:24][C:23]([C:26]4[CH:35]=[CH:34][C:33]5[C:28](=[CH:29][CH:30]=[C:31]([C:36]6[NH:37][C:38]([CH:41]7[CH2:45][CH2:44][CH2:43][N:42]7[C:46](=[O:59])[CH:47]([NH:54][C:55]([O:57][CH3:58])=[O:56])[C:48]7[CH:53]=[CH:52][CH:51]=[CH:50][CH:49]=7)=[N:39][CH:40]=6)[CH:32]=5)[CH:27]=4)=[CH:22][CH:21]=3)=[CH:18][N:19]=2)[CH2:10][C:11]2([CH2:68][CH2:67]2)[CH2:12]1)=[O:7], predict the reactants needed to synthesize it. The reactants are: [CH3:1][O:2][C:3](=[O:66])[NH:4][CH:5]([CH:60]1[CH2:65][CH2:64][O:63][CH2:62][CH2:61]1)[C:6]([N:8]1[CH2:12][C:11](F)(F)[CH2:10][CH:9]1[C:15]1[NH:16][C:17]([C:20]2[CH:25]=[CH:24][C:23]([C:26]3[CH:35]=[CH:34][C:33]4[C:28](=[CH:29][CH:30]=[C:31]([C:36]5[NH:37][C:38]([CH:41]6[CH2:45][CH2:44][CH2:43][N:42]6[C:46](=[O:59])[CH:47]([NH:54][C:55]([O:57][CH3:58])=[O:56])[C:48]6[CH:53]=[CH:52][CH:51]=[CH:50][CH:49]=6)=[N:39][CH:40]=5)[CH:32]=4)[CH:27]=3)=[CH:22][CH:21]=2)=[CH:18][N:19]=1)=[O:7].[CH2:67](OC(N1CC(F)(F)CC1C1NC(C2C=CC(B3OC(C)(C)C(C)(C)O3)=CC=2)=CN=1)=O)[C:68]1C=CC=CC=1.